This data is from Kinase inhibitor binding affinity data with 442 proteins and 68 drugs (Kd values). The task is: Regression. Given a target protein amino acid sequence and a drug SMILES string, predict the binding affinity score between them. We predict pKd (pKd = -log10(Kd in M); higher means stronger binding). Dataset: davis. The compound is COc1c(Cl)cc2c([nH]c3cnccc32)c1NC(=O)c1cccnc1C. The target protein (PLK2) has sequence MELLRTITYQPAASTKMCEQALGKGCGADSKKKRPPQPPEESQPPQSQAQVPPAAPHHHHHHSHSGPEISRIIVDPTTGKRYCRGKVLGKGGFAKCYEMTDLTNNKVYAAKIIPHSRVAKPHQREKIDKEIELHRILHHKHVVQFYHYFEDKENIYILLEYCSRRSMAHILKARKVLTEPEVRYYLRQIVSGLKYLHEQEILHRDLKLGNFFINEAMELKVGDFGLAARLEPLEHRRRTICGTPNYLSPEVLNKQGHGCESDIWALGCVMYTMLLGRPPFETTNLKETYRCIREARYTMPSSLLAPAKHLIASMLSKNPEDRPSLDDIIRHDFFLQGFTPDRLSSSCCHTVPDFHLSSPAKNFFKKAAAALFGGKKDKARYIDTHNRVSKEDEDIYKLRHDLKKTSITQQPSKHRTDEELQPPTTTVARSGTPAVENKQQIGDAIRMIVRGTLGSCSSSSECLEDSTMGSVADTVARVLRGCLENMPEADCIPKEQLSTS.... The pKd is 5.0.